From a dataset of Forward reaction prediction with 1.9M reactions from USPTO patents (1976-2016). Predict the product of the given reaction. Given the reactants [Cl:1][C:2]1[CH:7]=[CH:6][C:5]([C:8]2([C:13]([OH:15])=O)[CH2:12][CH2:11][CH2:10][CH2:9]2)=[CH:4][CH:3]=1.[C:16](N1C=CN=C1)([N:18]1[CH:22]=CN=C1)=O.C(=NO)([NH2:30])C, predict the reaction product. The product is: [Cl:1][C:2]1[CH:3]=[CH:4][C:5]([C:8]2([C:13]3[O:15][NH:30][N:18]([CH3:22])[CH:16]=3)[CH2:9][CH2:10][CH2:11][CH2:12]2)=[CH:6][CH:7]=1.